This data is from Full USPTO retrosynthesis dataset with 1.9M reactions from patents (1976-2016). The task is: Predict the reactants needed to synthesize the given product. (1) Given the product [ClH:32].[ClH:1].[CH2:3]([N:12]1[CH2:17][CH2:16][N:15]([CH:19]([C:20]([C:22]2[CH:31]=[CH:30][C:29]3[C:24](=[CH:25][CH:26]=[C:27]([O:33][CH3:34])[C:28]=3[Cl:32])[CH:23]=2)=[O:21])[CH3:35])[CH2:14][CH2:13]1)[CH:4]=[CH:5][C:6]1[CH:11]=[CH:10][CH:9]=[CH:8][CH:7]=1, predict the reactants needed to synthesize it. The reactants are: [ClH:1].Cl.[CH2:3]([N:12]1[CH2:17][CH2:16][NH:15][CH2:14][CH2:13]1)[CH:4]=[CH:5][C:6]1[CH:11]=[CH:10][CH:9]=[CH:8][CH:7]=1.Br[CH:19]([CH3:35])[C:20]([C:22]1[CH:31]=[CH:30][C:29]2[C:24](=[CH:25][CH:26]=[C:27]([O:33][CH3:34])[C:28]=2[Cl:32])[CH:23]=1)=[O:21].C([O-])([O-])=O.[K+].[K+]. (2) Given the product [C:1]([O:5][C:6]([N:8]1[CH2:9][CH2:10][CH:11]([CH2:14][CH2:15][CH2:16][C:17](=[O:19])[NH:24][C:23]2[CH:25]=[CH:26][C:27]([Cl:28])=[C:21]([Cl:20])[CH:22]=2)[CH2:12][CH2:13]1)=[O:7])([CH3:2])([CH3:3])[CH3:4], predict the reactants needed to synthesize it. The reactants are: [C:1]([O:5][C:6]([N:8]1[CH2:13][CH2:12][CH:11]([CH2:14][CH2:15][CH2:16][C:17]([OH:19])=O)[CH2:10][CH2:9]1)=[O:7])([CH3:4])([CH3:3])[CH3:2].[Cl:20][C:21]1[CH:22]=[C:23]([CH:25]=[CH:26][C:27]=1[Cl:28])[NH2:24].ON1C2N=CC=CC=2N=N1.C(=O)([O-])O.[Na+]. (3) Given the product [CH2:1]([N:5]1[CH2:6][C:7]2([CH2:14][CH2:13][C:12]([C:15]([C:16]3[CH:21]=[CH:20][CH:19]=[CH:18][CH:17]=3)=[O:27])([N:23]([CH3:25])[CH3:24])[CH2:11][CH2:10]2)[CH2:8][CH2:9]1)[CH2:2][CH2:3][CH3:4], predict the reactants needed to synthesize it. The reactants are: [CH2:1]([N:5]1[CH2:9][CH2:8][C:7]2([CH2:14][CH2:13][C:12]([N:23]([CH3:25])[CH3:24])([C:15](=N)[C:16]3[CH:21]=[CH:20][CH:19]=[CH:18][CH:17]=3)[CH2:11][CH2:10]2)[CH2:6]1)[CH2:2][CH2:3][CH3:4].C(O)=[O:27]. (4) Given the product [C:24]([O:23][C:22](=[O:28])[NH:21][N:15]1[CH2:20][CH2:19][N:18]([CH2:13][C:11]([OH:12])([CH3:14])[CH2:10][N:3]2[CH:4]=[C:5]([N+:7]([O-:9])=[O:8])[N:6]=[C:2]2[Cl:1])[CH2:17][CH2:16]1)([CH3:27])([CH3:25])[CH3:26], predict the reactants needed to synthesize it. The reactants are: [Cl:1][C:2]1[N:3]([CH2:10][C:11]2([CH3:14])[CH2:13][O:12]2)[CH:4]=[C:5]([N+:7]([O-:9])=[O:8])[N:6]=1.[N:15]1([NH:21][C:22](=[O:28])[O:23][C:24]([CH3:27])([CH3:26])[CH3:25])[CH2:20][CH2:19][NH:18][CH2:17][CH2:16]1. (5) Given the product [F:49][C:45]1[C:43]2[N:44]=[C:40]([CH2:39][N:11]([CH:9]3[C:10]4[N:1]=[CH:2][CH:3]=[CH:4][C:5]=4[CH2:6][CH2:7][CH2:8]3)[CH2:12][CH2:13][CH2:14][CH2:15][N:16]3[C:24](=[O:25])[C:23]4[C:18](=[CH:19][CH:20]=[CH:21][CH:22]=4)[C:17]3=[O:26])[NH:41][C:42]=2[CH:48]=[CH:47][CH:46]=1, predict the reactants needed to synthesize it. The reactants are: [N:1]1[C:10]2[CH:9]([NH:11][CH2:12][CH2:13][CH2:14][CH2:15][N:16]3[C:24](=[O:25])[C:23]4[C:18](=[CH:19][CH:20]=[CH:21][CH:22]=4)[C:17]3=[O:26])[CH2:8][CH2:7][CH2:6][C:5]=2[CH:4]=[CH:3][CH:2]=1.C(N(C(C)C)CC)(C)C.[I-].[K+].Cl[CH2:39][C:40]1[NH:44][C:43]2[C:45]([F:49])=[CH:46][CH:47]=[CH:48][C:42]=2[N:41]=1. (6) Given the product [O:30]=[S:27]1(=[O:31])[CH2:28][CH2:29][N:24]([C:20]([C:15]2[CH:16]=[CH:17][CH:18]=[CH:19][C:14]=2[C:11]2[CH:12]=[CH:13][C:8]([C:5]3[N:6]=[CH:7][C:2]([NH2:1])=[N:3][CH:4]=3)=[C:9]([F:23])[CH:10]=2)=[O:22])[CH2:25][CH2:26]1, predict the reactants needed to synthesize it. The reactants are: [NH2:1][C:2]1[CH:7]=[N:6][C:5]([C:8]2[CH:13]=[CH:12][C:11]([C:14]3[C:15]([C:20]([OH:22])=O)=[CH:16][CH:17]=[CH:18][CH:19]=3)=[CH:10][C:9]=2[F:23])=[CH:4][N:3]=1.[NH:24]1[CH2:29][CH2:28][S:27](=[O:31])(=[O:30])[CH2:26][CH2:25]1. (7) Given the product [F:1][C:2]1[CH:7]=[CH:6][CH:5]=[CH:4][C:3]=1[N:8]1[CH2:12][C@@H:11]2[C@@H:13]([NH:16][C:17](=[O:32])[C@H:18]([CH2:19][CH:20]([CH3:21])[CH3:22])[NH:23][CH3:24])[CH2:14][CH2:15][C@@H:10]2[CH2:9]1, predict the reactants needed to synthesize it. The reactants are: [F:1][C:2]1[CH:7]=[CH:6][CH:5]=[CH:4][C:3]=1[N:8]1[CH2:12][C@@H:11]2[C@@H:13]([NH:16][C:17](=[O:32])[C@@H:18]([N:23](C)[C:24](=O)OC(C)(C)C)[CH2:19][CH:20]([CH3:22])[CH3:21])[CH2:14][CH2:15][C@@H:10]2[CH2:9]1.O1CCOCC1.